From a dataset of Forward reaction prediction with 1.9M reactions from USPTO patents (1976-2016). Predict the product of the given reaction. (1) Given the reactants [C:1]([C:5]1[S:6][CH:7]=[C:8](/[CH:10]=[CH:11]/[C:12]2[C:13]([O:23][CH2:24][C:25]3[CH:50]=[CH:49][C:28]([O:29][CH2:30][C:31]4[N:32]=[C:33]([C:37]5[CH:42]=[CH:41][C:40]([CH2:43][C:44]([O:46]CC)=[O:45])=[CH:39][CH:38]=5)[O:34][C:35]=4[CH3:36])=[C:27]([O:51][CH3:52])[CH:26]=3)=[N:14][N:15]([C:17]3[CH:22]=[CH:21][CH:20]=[CH:19][CH:18]=3)[CH:16]=2)[N:9]=1)([CH3:4])([CH3:3])[CH3:2].O1CCCC1.[OH-].[Na+].Cl, predict the reaction product. The product is: [C:1]([C:5]1[S:6][CH:7]=[C:8](/[CH:10]=[CH:11]/[C:12]2[C:13]([O:23][CH2:24][C:25]3[CH:50]=[CH:49][C:28]([O:29][CH2:30][C:31]4[N:32]=[C:33]([C:37]5[CH:38]=[CH:39][C:40]([CH2:43][C:44]([OH:46])=[O:45])=[CH:41][CH:42]=5)[O:34][C:35]=4[CH3:36])=[C:27]([O:51][CH3:52])[CH:26]=3)=[N:14][N:15]([C:17]3[CH:18]=[CH:19][CH:20]=[CH:21][CH:22]=3)[CH:16]=2)[N:9]=1)([CH3:4])([CH3:2])[CH3:3]. (2) The product is: [C:1]([O:5][CH2:6][C:7]1[CH:12]=[C:11]([C:21]([O:23][CH2:24][CH3:25])=[CH2:22])[N:10]=[N:9][C:8]=1[O:14][CH3:15])([CH3:4])([CH3:3])[CH3:2]. Given the reactants [C:1]([O:5][CH2:6][C:7]1[CH:12]=[C:11](Cl)[N:10]=[N:9][C:8]=1[O:14][CH3:15])([CH3:4])([CH3:3])[CH3:2].C([Sn](CCCC)(CCCC)[C:21]([O:23][CH2:24][CH3:25])=[CH2:22])CCC, predict the reaction product. (3) Given the reactants [N:1]1[C:10]2[NH:9][CH2:8][CH2:7][CH2:6][C:5]=2[CH:4]=[CH:3][C:2]=1[CH2:11][CH2:12][OH:13].[CH:27]1[CH:32]=[CH:31][C:30](P([C:27]2[CH:32]=[CH:31][CH:30]=[CH:29][CH:28]=2)[C:27]2[CH:32]=[CH:31][CH:30]=[CH:29][CH:28]=2)=[CH:29][CH:28]=1.[CH:33]1([C:36]2C=CC=C[C:37]=2[OH:42])[CH2:35][CH2:34]1.N(C(OC(C)C)=O)=NC(OC(C)C)=[O:46], predict the reaction product. The product is: [N:1]1[C:10]2[NH:9][CH2:8][CH2:7][CH2:6][C:5]=2[CH:4]=[CH:3][C:2]=1[CH2:11][CH2:12][O:13][C:30]1[CH:31]=[CH:32][C:27]([CH:35]2[CH2:34][CH:33]2[CH2:36][C:37]([OH:42])=[O:46])=[CH:28][CH:29]=1. (4) Given the reactants [C:1]([C:9]1[S:13][C:12]([NH:14]C(=O)OC(C)(C)C)=[N:11][C:10]=1[C:22]1[O:23][CH:24]=[CH:25][CH:26]=1)(=[O:8])[C:2]1[CH:7]=[CH:6][CH:5]=[CH:4][CH:3]=1, predict the reaction product. The product is: [C:2]1([C:1]([C:9]2[S:13][C:12]([NH2:14])=[N:11][C:10]=2[C:22]2[O:23][CH:24]=[CH:25][CH:26]=2)=[O:8])[CH:3]=[CH:4][CH:5]=[CH:6][CH:7]=1. (5) Given the reactants [Cl:1][C:2]1[C:6]([Cl:7])=[C:5]([CH3:8])[NH:4][C:3]=1[C:9]([NH:11][C@@H:12]1[CH2:17][CH2:16][N:15]([C:18]2[S:19][C:20]([C:35]([O:37]C)=[O:36])=[C:21]([C:23]3[N:28]=[C:27]([N:29]4[CH2:34][CH2:33][CH2:32][CH2:31][CH2:30]4)[CH:26]=[CH:25][N:24]=3)[N:22]=2)[CH2:14][C@@H:13]1[O:39][CH3:40])=[O:10].[OH-].[Li+], predict the reaction product. The product is: [Cl:1][C:2]1[C:6]([Cl:7])=[C:5]([CH3:8])[NH:4][C:3]=1[C:9]([NH:11][C@@H:12]1[CH2:17][CH2:16][N:15]([C:18]2[S:19][C:20]([C:35]([OH:37])=[O:36])=[C:21]([C:23]3[N:28]=[C:27]([N:29]4[CH2:30][CH2:31][CH2:32][CH2:33][CH2:34]4)[CH:26]=[CH:25][N:24]=3)[N:22]=2)[CH2:14][C@@H:13]1[O:39][CH3:40])=[O:10]. (6) Given the reactants S(Cl)(Cl)=O.[N+:5]([C:8]1[C:9]([C:13]([OH:15])=[O:14])=[N:10][NH:11][CH:12]=1)([O-:7])=[O:6].[CH3:16]O, predict the reaction product. The product is: [CH3:16][O:14][C:13]([C:9]1[C:8]([N+:5]([O-:7])=[O:6])=[CH:12][NH:11][N:10]=1)=[O:15]. (7) Given the reactants [CH:1]1([N:6]2[CH2:10][C@@H:9]([CH2:11][CH:12]([CH3:14])[CH3:13])[N:8]([CH:15]3[CH2:20][CH2:19][NH:18][CH2:17][CH2:16]3)[C:7]2=[O:21])[CH2:5][CH2:4][CH2:3][CH2:2]1.[C:22]([O:26][C:27](=[O:45])[C:28]1[CH:33]=[CH:32][C:31]([O:34][C:35]2[CH:40]=[CH:39][C:38]([CH:41]=O)=[C:37]([CH2:43][CH3:44])[N:36]=2)=[CH:30][CH:29]=1)([CH3:25])([CH3:24])[CH3:23], predict the reaction product. The product is: [C:22]([O:26][C:27](=[O:45])[C:28]1[CH:29]=[CH:30][C:31]([O:34][C:35]2[CH:40]=[CH:39][C:38]([CH2:41][N:18]3[CH2:17][CH2:16][CH:15]([N:8]4[C@H:9]([CH2:11][CH:12]([CH3:14])[CH3:13])[CH2:10][N:6]([CH:1]5[CH2:2][CH2:3][CH2:4][CH2:5]5)[C:7]4=[O:21])[CH2:20][CH2:19]3)=[C:37]([CH2:43][CH3:44])[N:36]=2)=[CH:32][CH:33]=1)([CH3:25])([CH3:24])[CH3:23].